From a dataset of Catalyst prediction with 721,799 reactions and 888 catalyst types from USPTO. Predict which catalyst facilitates the given reaction. (1) Reactant: C(OC(=O)[NH:7][C:8]1[CH:13]=[CH:12][C:11]([NH:14][C:15]2[N:24]=[C:23]([N:25]([CH3:27])[CH3:26])[C:22]3[C:17](=[CH:18][CH:19]=[CH:20][CH:21]=3)[N:16]=2)=[CH:10][CH:9]=1)(C)(C)C.Cl.C([O-])(O)=O.[Na+].[Br:35][C:36]1[CH:41]=[CH:40][C:39]([S:42](Cl)(=[O:44])=[O:43])=[C:38]([O:46][C:47]([F:50])([F:49])[F:48])[CH:37]=1. Product: [Br:35][C:36]1[CH:41]=[CH:40][C:39]([S:42]([NH:7][C:8]2[CH:9]=[CH:10][C:11]([NH:14][C:15]3[N:24]=[C:23]([N:25]([CH3:26])[CH3:27])[C:22]4[C:17](=[CH:18][CH:19]=[CH:20][CH:21]=4)[N:16]=3)=[CH:12][CH:13]=2)(=[O:44])=[O:43])=[C:38]([O:46][C:47]([F:49])([F:48])[F:50])[CH:37]=1. The catalyst class is: 795. (2) Reactant: [NH2:1][C:2]1[CH:3]=[C:4]([CH:8]=[CH:9][C:10]=1[C:11]([F:14])([F:13])[F:12])[C:5]([OH:7])=[O:6].[CH2:15](OCC)C.CO.C[Si](C=[N+]=[N-])(C)C. Product: [CH3:15][O:6][C:5](=[O:7])[C:4]1[CH:8]=[CH:9][C:10]([C:11]([F:12])([F:13])[F:14])=[C:2]([NH2:1])[CH:3]=1. The catalyst class is: 81.